This data is from Catalyst prediction with 721,799 reactions and 888 catalyst types from USPTO. The task is: Predict which catalyst facilitates the given reaction. (1) The catalyst class is: 2. Product: [OH:22][CH:21]1[C:20]2[CH:23]=[CH:24][CH:25]=[CH:26][C:19]=2[S:18](=[O:27])(=[O:28])[N:17]1[CH2:16][C:15]1[CH:29]=[CH:30][C:12]([O:11][CH3:10])=[CH:13][CH:14]=1. Reactant: CC(C[AlH]CC(C)C)C.[CH3:10][O:11][C:12]1[CH:30]=[CH:29][C:15]([CH2:16][N:17]2[C:21](=[O:22])[C:20]3[CH:23]=[CH:24][CH:25]=[CH:26][C:19]=3[S:18]2(=[O:28])=[O:27])=[CH:14][CH:13]=1. (2) Reactant: [Br:1][C:2]1[C:10]2[C:5](=[CH:6][CH:7]=[C:8]([N+:11]([O-:13])=[O:12])[CH:9]=2)[NH:4][N:3]=1.[C:14](=O)([O:20]C(C)(C)C)[O:15][C:16]([CH3:19])([CH3:18])[CH3:17].O.Cl. Product: [Br:1][C:2]1[C:10]2[C:5](=[CH:6][CH:7]=[C:8]([N+:11]([O-:13])=[O:12])[CH:9]=2)[N:4]([C:14]([O:15][C:16]([CH3:19])([CH3:18])[CH3:17])=[O:20])[N:3]=1. The catalyst class is: 367. (3) Reactant: [Br:1][C:2]1[C:3](=[O:9])[NH:4][CH:5]=[CH:6][C:7]=1[CH3:8].[CH3:10]I. Product: [Br:1][C:2]1[C:3]([O:9][CH3:10])=[N:4][CH:5]=[CH:6][C:7]=1[CH3:8]. The catalyst class is: 2. (4) Reactant: [CH3:1][N:2]1[C:14]2[C:5](=[C:6]3[C:11](=[CH:12][CH:13]=2)[N:10]=[CH:9][CH:8]=[CH:7]3)[N:4]=[C:3]1[CH:15]([CH3:20])[CH2:16][C:17](O)=[O:18].CN(C=O)C.C(Cl)(=O)C([Cl:29])=O. Product: [CH3:1][N:2]1[C:14]2[C:5](=[C:6]3[C:11](=[CH:12][CH:13]=2)[N:10]=[CH:9][CH:8]=[CH:7]3)[N:4]=[C:3]1[CH:15]([CH3:20])[CH2:16][C:17]([Cl:29])=[O:18]. The catalyst class is: 2. (5) Reactant: [H-].[Na+].[Cl:3][C:4]1[CH:9]=[CH:8][C:7]([CH:10]2[C:17]3[C:16]([CH3:18])=[N:15][NH:14][C:13]=3[C:12](=[O:19])[N:11]2[C:20]2[CH:21]=[C:22]([CH3:30])[C:23]3[N:24]([C:26]([CH3:29])=[N:27][N:28]=3)[CH:25]=2)=[CH:6][CH:5]=1.I[CH2:32][CH3:33]. Product: [Cl:3][C:4]1[CH:9]=[CH:8][C:7]([CH:10]2[C:17]3[C:13](=[N:14][N:15]([CH2:32][CH3:33])[C:16]=3[CH3:18])[C:12](=[O:19])[N:11]2[C:20]2[CH:21]=[C:22]([CH3:30])[C:23]3[N:24]([C:26]([CH3:29])=[N:27][N:28]=3)[CH:25]=2)=[CH:6][CH:5]=1. The catalyst class is: 215. (6) Reactant: [Br:1][C:2]1[CH:3]=[CH:4][C:5]([CH2:8][O:9][CH2:10][CH2:11][OH:12])=[N:6][CH:7]=1.[CH3:13][C:14]([Si:17](Cl)([CH3:19])[CH3:18])([CH3:16])[CH3:15].N1C=CN=C1. Product: [Br:1][C:2]1[CH:3]=[CH:4][C:5]([CH2:8][O:9][CH2:10][CH2:11][O:12][Si:17]([C:14]([CH3:16])([CH3:15])[CH3:13])([CH3:19])[CH3:18])=[N:6][CH:7]=1. The catalyst class is: 35.